The task is: Predict the product of the given reaction.. This data is from Forward reaction prediction with 1.9M reactions from USPTO patents (1976-2016). (1) The product is: [NH2:1][C:2]1[N:7]=[C:6]([NH:24][CH2:23][C:22]2[CH:25]=[CH:26][C:27]([CH3:28])=[C:20]([CH3:19])[CH:21]=2)[C:5]([C:11]#[N:12])=[C:4]([C:13]2[CH:18]=[CH:17][CH:16]=[CH:15][N:14]=2)[N:3]=1. Given the reactants [NH2:1][C:2]1[N:7]=[C:6](S(C)=O)[C:5]([C:11]#[N:12])=[C:4]([C:13]2[CH:18]=[CH:17][CH:16]=[CH:15][N:14]=2)[N:3]=1.[CH3:19][C:20]1[CH:21]=[C:22]([CH:25]=[CH:26][C:27]=1[CH3:28])[CH2:23][NH2:24], predict the reaction product. (2) Given the reactants Cl[C:2]1[C:11]([CH3:12])=[C:10]([Cl:13])[C:9]2[C:4](=[CH:5][C:6]([F:15])=[CH:7][C:8]=2[F:14])[N:3]=1.[CH3:16][N:17]1[CH2:22][CH2:21][N:20]([C:23]2[CH:28]=[C:27](B3OC(C)(C)C(C)(C)O3)[CH:26]=[CH:25][N:24]=2)[CH2:19][CH2:18]1.C(=O)([O-])[O-].[K+].[K+], predict the reaction product. The product is: [Cl:13][C:10]1[C:9]2[C:4](=[CH:5][C:6]([F:15])=[CH:7][C:8]=2[F:14])[N:3]=[C:2]([C:27]2[CH:26]=[CH:25][N:24]=[C:23]([N:20]3[CH2:19][CH2:18][N:17]([CH3:16])[CH2:22][CH2:21]3)[CH:28]=2)[C:11]=1[CH3:12]. (3) Given the reactants N#N.[Cl:3][C:4]1[C:5]([CH:10]([NH:24][C:25]([CH:27]2[CH2:32][CH2:31][CH2:30][CH2:29][CH2:28]2)=O)[C:11]2[CH:16]=[CH:15][C:14]([O:17][C:18]3[CH:23]=[CH:22][CH:21]=[CH:20][CH:19]=3)=[CH:13][CH:12]=2)=[N:6][CH:7]=[CH:8][N:9]=1.CN(C=O)C.O=P(Cl)(Cl)Cl, predict the reaction product. The product is: [Cl:3][C:4]1[C:5]2[N:6]([C:25]([CH:27]3[CH2:32][CH2:31][CH2:30][CH2:29][CH2:28]3)=[N:24][C:10]=2[C:11]2[CH:16]=[CH:15][C:14]([O:17][C:18]3[CH:23]=[CH:22][CH:21]=[CH:20][CH:19]=3)=[CH:13][CH:12]=2)[CH:7]=[CH:8][N:9]=1. (4) Given the reactants Br[C:2]1[C:3](=[O:20])[N:4]([C:14]2[CH:19]=[CH:18][CH:17]=[CH:16][CH:15]=2)[CH:5]=[C:6]([C:8]2[CH:13]=[CH:12][CH:11]=[CH:10][N:9]=2)[CH:7]=1.[Br-].[C:22]12([Zn+])[CH2:31][CH:26]3[CH2:27][CH:28]([CH2:30][CH:24]([CH2:25]3)[CH2:23]1)[CH2:29]2.N, predict the reaction product. The product is: [C:22]12([C:2]3[C:3](=[O:20])[N:4]([C:14]4[CH:19]=[CH:18][CH:17]=[CH:16][CH:15]=4)[CH:5]=[C:6]([C:8]4[CH:13]=[CH:12][CH:11]=[CH:10][N:9]=4)[CH:7]=3)[CH2:31][CH:26]3[CH2:27][CH:28]([CH2:30][CH:24]([CH2:25]3)[CH2:23]1)[CH2:29]2.